Dataset: Forward reaction prediction with 1.9M reactions from USPTO patents (1976-2016). Task: Predict the product of the given reaction. (1) Given the reactants [CH3:1][C:2]1[N:6]([C:7]2[CH:12]=[CH:11][CH:10]=[C:9]([O:13][C:14]([F:17])([F:16])[F:15])[CH:8]=2)[N:5]=[C:4]([C:18]2[CH:19]=[N:20][CH:21]=[N:22][CH:23]=2)[C:3]=1[C:24]([OH:26])=O.[N:27]1([CH:32]2[CH2:37][CH2:36][NH:35][CH2:34][CH2:33]2)[CH2:31][CH2:30][CH2:29][CH2:28]1, predict the reaction product. The product is: [CH3:1][C:2]1[N:6]([C:7]2[CH:12]=[CH:11][CH:10]=[C:9]([O:13][C:14]([F:17])([F:16])[F:15])[CH:8]=2)[N:5]=[C:4]([C:18]2[CH:19]=[N:20][CH:21]=[N:22][CH:23]=2)[C:3]=1[C:24]([N:35]1[CH2:36][CH2:37][CH:32]([N:27]2[CH2:31][CH2:30][CH2:29][CH2:28]2)[CH2:33][CH2:34]1)=[O:26]. (2) The product is: [N:21]1[CH:22]=[CH:23][C:18]([CH2:16][CH2:17][CH:2]([C:3]([O:5][CH2:6][CH3:7])=[O:4])[C:1]([O:9][CH2:10][CH3:11])=[O:8])=[CH:19][CH:20]=1. Given the reactants [C:1]([O:9][CH2:10][CH3:11])(=[O:8])[CH2:2][C:3]([O:5][CH2:6][CH3:7])=[O:4].[O-]CC.[Na+].[CH:16]([C:18]1[CH:23]=[CH:22][N:21]=[CH:20][CH:19]=1)=[CH2:17].Cl, predict the reaction product. (3) The product is: [Br:1][C:2]1[CH:7]=[CH:6][N:5]2[CH:8]=[C:9]([CH2:11][NH:12][S:21]([CH3:20])(=[O:23])=[O:22])[N:10]=[C:4]2[CH:3]=1. Given the reactants [Br:1][C:2]1[CH:7]=[CH:6][N:5]2[CH:8]=[C:9]([CH2:11][NH2:12])[N:10]=[C:4]2[CH:3]=1.C(N(CC)CC)C.[CH3:20][S:21](Cl)(=[O:23])=[O:22], predict the reaction product. (4) Given the reactants [CH2:1]([C@@H:8]([CH2:23][C@H:24]([OH:52])[C@H:25]([CH2:39][C:40]1[CH:45]=[CH:44][C:43]([C:46]2[CH:51]=[CH:50][CH:49]=[CH:48][N:47]=2)=[CH:42][CH:41]=1)[NH:26][C:27](=[O:38])[C@H:28]([C:34]([CH3:37])([CH3:36])[CH3:35])[NH:29][C:30](=[O:33])[O:31][CH3:32])[NH:9][C:10](=[O:22])[C@@H:11]([NH:17][C:18](=[O:21])[O:19][CH3:20])[C:12]([CH3:16])([S:14][CH3:15])[CH3:13])[C:2]1[CH:7]=[CH:6][CH:5]=[CH:4][CH:3]=1.C1C[O:56]CC1.C[N+]1([O-])CCOCC1.[OH2:66], predict the reaction product. The product is: [CH2:1]([C@@H:8]([CH2:23][C@H:24]([OH:52])[C@H:25]([CH2:39][C:40]1[CH:45]=[CH:44][C:43]([C:46]2[CH:51]=[CH:50][CH:49]=[CH:48][N:47]=2)=[CH:42][CH:41]=1)[NH:26][C:27](=[O:38])[C@H:28]([C:34]([CH3:37])([CH3:36])[CH3:35])[NH:29][C:30](=[O:33])[O:31][CH3:32])[NH:9][C:10](=[O:22])[C@@H:11]([NH:17][C:18](=[O:21])[O:19][CH3:20])[C:12]([CH3:13])([S:14]([CH3:15])(=[O:56])=[O:66])[CH3:16])[C:2]1[CH:3]=[CH:4][CH:5]=[CH:6][CH:7]=1. (5) Given the reactants [NH2:1][C:2]1[CH:10]=[CH:9][C:5]([C:6]([OH:8])=O)=[C:4]([F:11])[CH:3]=1.[Cl:12][C:13]1[CH:19]=[CH:18][C:16]([NH2:17])=[C:15]([N:20]2[CH2:25][CH2:24][N:23]([CH2:26][CH2:27][C:28]([F:31])([F:30])[F:29])[CH2:22][CH2:21]2)[CH:14]=1.CN(C(ON1N=NC2C=CC=NC1=2)=[N+](C)C)C.F[P-](F)(F)(F)(F)F, predict the reaction product. The product is: [NH2:1][C:2]1[CH:10]=[CH:9][C:5]([C:6]([NH:17][C:16]2[CH:18]=[CH:19][C:13]([Cl:12])=[CH:14][C:15]=2[N:20]2[CH2:25][CH2:24][N:23]([CH2:26][CH2:27][C:28]([F:31])([F:30])[F:29])[CH2:22][CH2:21]2)=[O:8])=[C:4]([F:11])[CH:3]=1. (6) Given the reactants F[C:2]1[CH:9]=[CH:8][C:5]([CH:6]=O)=[CH:4][C:3]=1[C:10]#[N:11].[CH3:12][C:13]1[N:14]=[CH:15][NH:16][CH:17]=1.[C:18]([O-])([O-])=O.[K+].[K+].[N+](=C(P(=O)(OC)OC)C(=O)C)=[N-], predict the reaction product. The product is: [C:6]([C:5]1[CH:8]=[CH:9][C:2]([N:16]2[CH:17]=[C:13]([CH3:12])[N:14]=[CH:15]2)=[C:3]([CH:4]=1)[C:10]#[N:11])#[CH:18].